The task is: Predict the product of the given reaction.. This data is from Forward reaction prediction with 1.9M reactions from USPTO patents (1976-2016). (1) Given the reactants [Cl:1][C:2]1[CH:14]=[CH:13][C:5]([NH:6]C(=O)C(C)(C)C)=[C:4]([O:15][CH3:16])[CH:3]=1.[Li]C(CC)C.[F:22][C:23]([F:30])([F:29])[C:24](OCC)=[O:25].Cl.C([O-])([O-])=O.[K+].[K+], predict the reaction product. The product is: [NH2:6][C:5]1[C:4]([O:15][CH3:16])=[CH:3][C:2]([Cl:1])=[CH:14][C:13]=1[C:24](=[O:25])[C:23]([F:30])([F:29])[F:22]. (2) Given the reactants [H-].[Na+].[CH2:3]([O:10][C:11]([N:13]1[CH2:18][CH2:17][NH:16][C:15](=[O:19])[CH2:14]1)=[O:12])[C:4]1[CH:9]=[CH:8][CH:7]=[CH:6][CH:5]=1.[C:20]([O:24][C:25]([N:27]1[CH2:32][CH2:31][CH:30]([CH2:33]Br)[CH2:29][CH2:28]1)=[O:26])([CH3:23])([CH3:22])[CH3:21], predict the reaction product. The product is: [CH2:3]([O:10][C:11]([N:13]1[CH2:18][CH2:17][N:16]([CH2:33][CH:30]2[CH2:31][CH2:32][N:27]([C:25]([O:24][C:20]([CH3:21])([CH3:23])[CH3:22])=[O:26])[CH2:28][CH2:29]2)[C:15](=[O:19])[CH2:14]1)=[O:12])[C:4]1[CH:5]=[CH:6][CH:7]=[CH:8][CH:9]=1. (3) Given the reactants [CH3:1][O:2][C:3]([C@@H:5]1[CH2:9][C@@H:8]([S:10]([C:13]2[CH:18]=[CH:17][CH:16]=[CH:15][C:14]=2[C:19]([F:22])([F:21])[F:20])(=[O:12])=[O:11])[CH2:7][N:6]1[C:23](=S)[CH2:24][C:25](=O)[CH:26]1[CH2:31][CH2:30][O:29][CH2:28][CH2:27]1)=[O:4].[CH3:34][NH:35][NH2:36], predict the reaction product. The product is: [CH3:1][O:2][C:3]([C@@H:5]1[CH2:9][C@@H:8]([S:10]([C:13]2[CH:18]=[CH:17][CH:16]=[CH:15][C:14]=2[C:19]([F:22])([F:21])[F:20])(=[O:12])=[O:11])[CH2:7][N:6]1[C:23]1[CH:24]=[C:25]([CH:26]2[CH2:27][CH2:28][O:29][CH2:30][CH2:31]2)[N:35]([CH3:34])[N:36]=1)=[O:4]. (4) Given the reactants [CH3:1][Si](C=[N+]=[N-])(C)C.[CH3:8][O:9][C:10]1[CH:15]=[CH:14][C:13]([C:16]2[CH:20]=[C:19]([C:21]([OH:23])=[O:22])[N:18]([CH3:24])[N:17]=2)=[CH:12][CH:11]=1, predict the reaction product. The product is: [CH3:8][O:9][C:10]1[CH:11]=[CH:12][C:13]([C:16]2[CH:20]=[C:19]([C:21]([O:23][CH3:1])=[O:22])[N:18]([CH3:24])[N:17]=2)=[CH:14][CH:15]=1. (5) Given the reactants [CH3:1][C:2]1([CH3:14])[CH2:7][CH:6]([C:8](=[O:11])[CH2:9][CH3:10])[CH2:5][C:4]([CH3:13])([CH3:12])[O:3]1.[Br:15]Br, predict the reaction product. The product is: [Br:15][CH:9]([CH3:10])[C:8]([CH:6]1[CH2:5][C:4]([CH3:13])([CH3:12])[O:3][C:2]([CH3:1])([CH3:14])[CH2:7]1)=[O:11]. (6) Given the reactants [CH2:1]([OH:6])[C:2]([F:5])([F:4])[F:3].CC(C)([O-])C.[K+].F[C:14]1[CH:21]=[C:20]([F:22])[CH:19]=[CH:18][C:15]=1[C:16]#[N:17].O, predict the reaction product. The product is: [F:22][C:20]1[CH:21]=[CH:14][C:15]([C:16]#[N:17])=[C:18]([O:6][CH2:1][C:2]([F:5])([F:4])[F:3])[CH:19]=1. (7) The product is: [CH3:30][C@H:26]1[CH2:27][CH2:28][CH2:29][N:25]1[CH2:24][CH2:23][NH:22][C:14](=[C:17]([C:20]#[N:21])[C:18]#[N:19])[N:11]1[CH2:12][CH2:13][CH:8]([CH2:7][N:3]2[CH2:4][CH2:5][CH2:6][CH:2]2[CH3:1])[CH2:9][CH2:10]1. Given the reactants [CH3:1][CH:2]1[CH2:6][CH2:5][CH2:4][N:3]1[CH2:7][CH:8]1[CH2:13][CH2:12][N:11]([C:14](=[C:17]([C:20]#[N:21])[C:18]#[N:19])SC)[CH2:10][CH2:9]1.[NH2:22][CH2:23][CH2:24][N:25]1[CH2:29][CH2:28][CH2:27][C@@H:26]1[CH3:30], predict the reaction product. (8) Given the reactants [CH3:1][N:2]1[CH2:19][CH2:18][C:5]2[N:6]([CH2:14][C:15]([OH:17])=O)[C:7]3[CH:8]=[CH:9][C:10]([CH3:13])=[CH:11][C:12]=3[C:4]=2[CH2:3]1.[CH2:20]1[C:29]2[C:24](=[CH:25][CH:26]=[CH:27][CH:28]=2)[CH2:23][CH2:22][NH:21]1.C1CCC(N=C=NC2CCCCC2)CC1, predict the reaction product. The product is: [CH3:1][N:2]1[CH2:3][CH2:4][C:5]2[N:6]([CH2:14][C:15]([N:21]3[CH2:22][CH2:23][C:24]4[C:29](=[CH:28][CH:27]=[CH:26][CH:25]=4)[CH2:20]3)=[O:17])[C:7]3[CH:12]=[CH:11][C:10]([CH3:13])=[CH:9][C:8]=3[C:18]=2[CH2:19]1.